From a dataset of Reaction yield outcomes from USPTO patents with 853,638 reactions. Predict the reaction yield, written as a fraction of the theoretical maximum amount of product (1.0 means a 100% yield; for example, 0.34 means a 34% yield). The reactants are [F:1][C:2]([F:7])([F:6])[C:3]([OH:5])=[O:4].FC(F)(F)C(O)=O.[Cl:15][C:16]1[CH:17]=[N:18][C:19]2[NH:20][C:21]3[CH:22]=[CH:23][CH:24]=[C:25]([CH:47]=3)[CH2:26][CH2:27][C:28]3[CH:36]=[C:32]([NH:33][C:34]=1[N:35]=2)[CH:31]=[CH:30][C:29]=3[NH:37][C:38](=[O:46])[CH2:39][CH:40]1[CH2:45][CH2:44][NH:43][CH2:42][CH2:41]1.[CH2:48]([S:50](Cl)(=[O:52])=[O:51])[CH3:49]. No catalyst specified. The product is [F:1][C:2]([F:7])([F:6])[C:3]([OH:5])=[O:4].[Cl:15][C:16]1[CH:17]=[N:18][C:19]2[NH:20][C:21]3[CH:22]=[CH:23][CH:24]=[C:25]([CH:47]=3)[CH2:26][CH2:27][C:28]3[CH:36]=[C:32]([NH:33][C:34]=1[N:35]=2)[CH:31]=[CH:30][C:29]=3[NH:37][C:38](=[O:46])[CH2:39][CH:40]1[CH2:45][CH2:44][N:43]([S:50]([CH2:48][CH3:49])(=[O:52])=[O:51])[CH2:42][CH2:41]1. The yield is 0.410.